From a dataset of NCI-60 drug combinations with 297,098 pairs across 59 cell lines. Regression. Given two drug SMILES strings and cell line genomic features, predict the synergy score measuring deviation from expected non-interaction effect. (1) Drug 1: CC12CCC3C(C1CCC2=O)CC(=C)C4=CC(=O)C=CC34C. Drug 2: C1CC(=O)NC(=O)C1N2C(=O)C3=CC=CC=C3C2=O. Cell line: K-562. Synergy scores: CSS=38.7, Synergy_ZIP=2.90, Synergy_Bliss=2.92, Synergy_Loewe=1.55, Synergy_HSA=1.78. (2) Cell line: HCC-2998. Drug 2: B(C(CC(C)C)NC(=O)C(CC1=CC=CC=C1)NC(=O)C2=NC=CN=C2)(O)O. Synergy scores: CSS=55.8, Synergy_ZIP=-0.0288, Synergy_Bliss=-1.83, Synergy_Loewe=-29.8, Synergy_HSA=-4.51. Drug 1: C1CN1P(=S)(N2CC2)N3CC3.